Dataset: Full USPTO retrosynthesis dataset with 1.9M reactions from patents (1976-2016). Task: Predict the reactants needed to synthesize the given product. (1) Given the product [Cl:24][C:16]1[CH:17]=[C:18]([C:19]([N:40]2[CH2:45][CH2:44][O:43][CH2:42][CH2:41]2)=[O:21])[CH:22]=[CH:23][C:15]=1[CH2:14][N:11]1[CH2:12][CH2:13][N:8]([C:6]([O:5][C:1]([CH3:4])([CH3:3])[CH3:2])=[O:7])[CH2:9][CH2:10]1, predict the reactants needed to synthesize it. The reactants are: [C:1]([O:5][C:6]([N:8]1[CH2:13][CH2:12][N:11]([CH2:14][C:15]2[CH:23]=[CH:22][C:18]([C:19]([OH:21])=O)=[CH:17][C:16]=2[Cl:24])[CH2:10][CH2:9]1)=[O:7])([CH3:4])([CH3:3])[CH3:2].ClCCl.Cl.CN(C)CCCN=C=NCC.[NH:40]1[CH2:45][CH2:44][O:43][CH2:42][CH2:41]1. (2) Given the product [ClH:34].[C:1]12([C:11]3[N:12]=[C:13]4[N:17]([CH:18]=3)[C:16]([C:19]3[CH:24]=[CH:23][CH:22]=[C:21]([NH2:25])[CH:20]=3)=[CH:15][S:14]4)[CH2:8][CH:7]3[CH2:6][CH:5]([CH2:4][CH:3]([CH2:9]3)[CH2:2]1)[CH2:10]2, predict the reactants needed to synthesize it. The reactants are: [C:1]12([C:11]3[N:12]=[C:13]4[N:17]([CH:18]=3)[C:16]([C:19]3[CH:24]=[CH:23][CH:22]=[C:21]([NH:25]C(=O)C)[CH:20]=3)=[CH:15][S:14]4)[CH2:10][CH:5]3[CH2:6][CH:7]([CH2:9][CH:3]([CH2:4]3)[CH2:2]1)[CH2:8]2.C(=O)(O)[O-].[Na+].[ClH:34]. (3) The reactants are: [Cl:1][C:2]1[CH:3]=[C:4]2[C:9](=[CH:10][C:11]=1[O:12][CH2:13][CH:14]1[CH2:17][C:16]([F:19])([F:18])[CH2:15]1)[NH:8][C:7](=[O:20])[C:6]([CH:21]=O)=[CH:5]2.[CH3:23][C:24]([S:27]([NH2:29])=[O:28])([CH3:26])[CH3:25]. Given the product [Cl:1][C:2]1[CH:3]=[C:4]2[C:9](=[CH:10][C:11]=1[O:12][CH2:13][CH:14]1[CH2:17][C:16]([F:18])([F:19])[CH2:15]1)[NH:8][C:7](=[O:20])[C:6](/[CH:21]=[N:29]/[S:27]([C:24]([CH3:26])([CH3:25])[CH3:23])=[O:28])=[CH:5]2, predict the reactants needed to synthesize it. (4) Given the product [F:1][C:2]1[CH:7]=[CH:6][CH:5]=[C:4]([O:8][CH2:9][CH:10]([CH3:12])[CH3:11])[CH:3]=1, predict the reactants needed to synthesize it. The reactants are: [F:1][C:2]1[CH:3]=[C:4]([OH:8])[CH:5]=[CH:6][CH:7]=1.[CH2:9](Br)[CH:10]([CH3:12])[CH3:11].FC(F)(F)S(OCC(F)(F)F)(=O)=O. (5) The reactants are: [Br:1][C:2]1[C:7]([CH3:8])=[CH:6][C:5]([OH:9])=[CH:4][C:3]=1[CH3:10].[O:11]1[CH:16]=[CH:15][CH2:14][CH2:13][CH2:12]1.C1(C)C=CC(S([O-])(=O)=O)=CC=1.[NH+]1C=CC=CC=1. Given the product [Br:1][C:2]1[C:7]([CH3:8])=[CH:6][C:5]([O:9][CH:12]2[CH2:13][CH2:14][CH2:15][CH2:16][O:11]2)=[CH:4][C:3]=1[CH3:10], predict the reactants needed to synthesize it.